This data is from Full USPTO retrosynthesis dataset with 1.9M reactions from patents (1976-2016). The task is: Predict the reactants needed to synthesize the given product. (1) The reactants are: [H-].[Al+3].[Li+].[H-].[H-].[H-].[CH3:7][CH:8]([C@@H:10]1[NH:14][C:13](=[O:15])[NH:12][C:11]1=O)[CH3:9].O.[OH-].[Na+]. Given the product [CH3:7][CH:8]([C@H:10]1[CH2:11][NH:12][C:13](=[O:15])[NH:14]1)[CH3:9], predict the reactants needed to synthesize it. (2) Given the product [O:8]=[C:9]1[NH:13][C:12](=[O:14])[C:11](=[CH:15][C:16]2[CH:17]=[CH:18][C:19]([F:41])=[C:20]([C:22]3[N:27]=[C:26]([N:28]4[CH2:34][CH2:33][CH2:32][N:31]([C:35]([NH:37][CH:38]([CH3:39])[CH3:40])=[O:36])[CH2:30][CH2:29]4)[CH:25]=[N:24][CH:23]=3)[CH:21]=2)[S:10]1, predict the reactants needed to synthesize it. The reactants are: C(NC(Cl)=O)(C)C.[O:8]=[C:9]1[NH:13][C:12](=[O:14])/[C:11](=[CH:15]/[C:16]2[CH:17]=[CH:18][C:19]([F:41])=[C:20]([C:22]3[N:27]=[C:26]([N:28]4[CH2:34][CH2:33][CH2:32][N:31]([C:35]([NH:37][CH:38]([CH3:40])[CH3:39])=[O:36])[CH2:30][CH2:29]4)[CH:25]=[N:24][CH:23]=3)[CH:21]=2)/[S:10]1. (3) Given the product [ClH:15].[NH2:23][C@@H:3]([NH:5][C:6](=[O:13])[CH2:7][CH2:8][C:9]([F:12])([F:11])[F:10])[CH3:2], predict the reactants needed to synthesize it. The reactants are: N[C:2](=O)[C@@H:3]([NH:5][C:6](=[O:13])[CH2:7][CH2:8][C:9]([F:12])([F:11])[F:10])C.[ClH:15].C(OCC)C.C(#[N:23])C. (4) Given the product [CH3:1][O:2][C:3]1[CH:8]=[CH:7][CH:6]=[CH:5][C:4]=1[S:9][C:10]1[CH:15]=[CH:14][C:13]([CH:16]=[CH:17][C:18]([N:20]2[CH2:25][CH2:24][N:23]([C:33]([C:31]3[O:30][CH:29]=[CH:28][CH:32]=3)=[O:34])[CH2:22][CH2:21]2)=[O:19])=[C:12]([Cl:26])[C:11]=1[Cl:27], predict the reactants needed to synthesize it. The reactants are: [CH3:1][O:2][C:3]1[CH:8]=[CH:7][CH:6]=[CH:5][C:4]=1[S:9][C:10]1[CH:15]=[CH:14][C:13](/[CH:16]=[CH:17]/[C:18]([N:20]2[CH2:25][CH2:24][NH:23][CH2:22][CH2:21]2)=[O:19])=[C:12]([Cl:26])[C:11]=1[Cl:27].[CH:28]1[CH:32]=[C:31]([CH:33]=[O:34])[O:30][CH:29]=1.[BH-](OC(C)=O)(OC(C)=O)OC(C)=O.[Na+].ClCCl. (5) Given the product [Br:18][C:6]1[S:5][C:4]([C:7]([OH:10])([CH3:9])[CH3:8])=[N:3][C:2]=1[CH3:1], predict the reactants needed to synthesize it. The reactants are: [CH3:1][C:2]1[N:3]=[C:4]([C:7]([OH:10])([CH3:9])[CH3:8])[S:5][CH:6]=1.C1C(=O)N([Br:18])C(=O)C1. (6) Given the product [Cl:15][C:16]1[CH:17]=[C:18]([CH2:19][N:5]2[C:6]3[C:13](=[O:14])[CH2:12][CH2:11][CH2:10][CH2:9][C:7]=3[N:8]=[C:4]2[CH:2]([CH3:1])[CH3:3])[CH:21]=[CH:22][C:23]=1[Cl:24], predict the reactants needed to synthesize it. The reactants are: [CH3:1][CH:2]([C:4]1[NH:8][C:7]2[CH2:9][CH2:10][CH2:11][CH2:12][C:13](=[O:14])[C:6]=2[N:5]=1)[CH3:3].[Cl:15][C:16]1[CH:17]=[C:18]([CH:21]=[CH:22][C:23]=1[Cl:24])[CH2:19]Br.C1(C)C=CC=CC=1.[NH4+].[Cl-].